From a dataset of Cav3 T-type calcium channel HTS with 100,875 compounds. Binary Classification. Given a drug SMILES string, predict its activity (active/inactive) in a high-throughput screening assay against a specified biological target. The molecule is s1c(C(=O)N2CCC(CC2)C(=O)NC2CCCc3c2cccc3)c(n2cccc2)cc1. The result is 0 (inactive).